This data is from Full USPTO retrosynthesis dataset with 1.9M reactions from patents (1976-2016). The task is: Predict the reactants needed to synthesize the given product. (1) Given the product [C:1]([O:6][CH:7]([O:9][CH2:10][CH2:11][CH2:12][CH3:13])[CH3:8])(=[O:5])[C:2]([CH3:4])=[CH2:3].[C:14]([O:19][CH2:20][C:21]1[CH:22]=[CH:23][CH:24]=[CH:25][CH:26]=1)(=[O:18])[C:15]([CH3:17])=[CH2:16].[C:27]([OH:32])(=[O:31])[C:28]([CH3:30])=[CH2:29].[C:7]([O:9][CH:10]([CH3:11])[CH2:14][O:19][CH3:20])(=[O:6])[CH3:8], predict the reactants needed to synthesize it. The reactants are: [C:1]([O:6][CH:7]([O:9][CH2:10][CH2:11][CH2:12][CH3:13])[CH3:8])(=[O:5])[C:2]([CH3:4])=[CH2:3].[C:14]([O:19][CH2:20][C:21]1[CH:26]=[CH:25][CH:24]=[CH:23][CH:22]=1)(=[O:18])[C:15]([CH3:17])=[CH2:16].[C:27]([OH:32])(=[O:31])[C:28]([CH3:30])=[CH2:29].N(C(C)(CC)C([O-])=O)=NC(C)(CC)C([O-])=O. (2) Given the product [Br:38][CH2:27][CH2:26][CH2:20][C:4]([C:5]1[CH:10]=[CH:9][C:8]([O:11][CH3:12])=[C:7]([O:13][CH3:14])[CH:6]=1)([CH2:36][CH3:37])[C:3]([O:2][CH3:1])=[O:15], predict the reactants needed to synthesize it. The reactants are: [CH3:1][O:2][C:3](=[O:15])[CH2:4][C:5]1[CH:10]=[CH:9][C:8]([O:11][CH3:12])=[C:7]([O:13][CH3:14])[CH:6]=1.COC1C=[C:20]([CH2:26][C:27]#N)C=CC=1OC.S(O[CH2:36][CH3:37])(OCC)(=O)=O.[Br:38]C(C)C. (3) The reactants are: [Mg].II.[F:4][C:5]1[CH:12]=[CH:11][CH:10]=[CH:9][C:6]=1[CH2:7]Cl.CN(C)[C:15]([CH:17]1[CH2:19][CH2:18]1)=[O:16]. Given the product [F:4][C:5]1[CH:12]=[CH:11][CH:10]=[CH:9][C:6]=1[CH2:7][C:15]([CH:17]1[CH2:19][CH2:18]1)=[O:16], predict the reactants needed to synthesize it. (4) Given the product [CH3:1][N:2]([CH3:17])[CH2:3][CH2:4][O:5][C:6]1[CH:11]=[CH:10][C:9]([C:19]2[CH:24]=[CH:23][CH:22]=[CH:21][N:20]=2)=[CH:8][C:7]=1[CH:15]=[O:16], predict the reactants needed to synthesize it. The reactants are: [CH3:1][N:2]([CH3:17])[CH2:3][CH2:4][O:5][C:6]1[CH:11]=[CH:10][C:9](B(O)O)=[CH:8][C:7]=1[CH:15]=[O:16].Br[C:19]1[CH:24]=[CH:23][CH:22]=[CH:21][N:20]=1. (5) Given the product [CH3:15][CH:16]1[CH2:21][CH2:20][N:19]([C:22]([C:24]2[CH:32]=[CH:31][C:30]3[N:29]([CH2:33][CH2:34][CH3:35])[C:28]4[CH2:36][CH2:37][N:38]([CH:43]5[CH2:44][CH2:45][O:40][CH2:41][CH2:42]5)[CH2:39][C:27]=4[C:26]=3[CH:25]=2)=[O:23])[CH2:18][CH2:17]1, predict the reactants needed to synthesize it. The reactants are: C(O)(C(F)(F)F)=O.OC(C(F)(F)F)=O.[CH3:15][CH:16]1[CH2:21][CH2:20][N:19]([C:22]([C:24]2[CH:32]=[CH:31][C:30]3[N:29]([CH2:33][CH2:34][CH3:35])[C:28]4[CH2:36][CH2:37][NH:38][CH2:39][C:27]=4[C:26]=3[CH:25]=2)=[O:23])[CH2:18][CH2:17]1.[O:40]1[CH2:45][CH2:44][C:43](=O)[CH2:42][CH2:41]1. (6) Given the product [CH:16]1([C@H:11]([NH:10][C:8]([C:5]2[C:4]([NH:22][C:23]([NH:25][C:26]3[C:31]([CH3:32])=[CH:30][C:29]([CH3:33])=[CH:28][C:27]=3[CH3:34])=[O:24])=[CH:3][C:2]([C:40]3[CH:41]=[CH:42][C:37]([O:36][CH3:35])=[CH:38][CH:39]=3)=[CH:7][N:6]=2)=[O:9])[C:12]([OH:14])=[O:13])[CH2:17][CH2:18][CH2:19][CH2:20][CH2:21]1, predict the reactants needed to synthesize it. The reactants are: Cl[C:2]1[CH:3]=[C:4]([NH:22][C:23]([NH:25][C:26]2[C:31]([CH3:32])=[CH:30][C:29]([CH3:33])=[CH:28][C:27]=2[CH3:34])=[O:24])[C:5]([C:8]([NH:10][C@@H:11]([CH:16]2[CH2:21][CH2:20][CH2:19][CH2:18][CH2:17]2)[C:12]([O:14]C)=[O:13])=[O:9])=[N:6][CH:7]=1.[CH3:35][O:36][C:37]1[CH:42]=[CH:41][C:40](B(O)O)=[CH:39][CH:38]=1.C([O-])([O-])=O.[Na+].[Na+].[Li+].[OH-].Cl. (7) Given the product [NH2:19][C:4]1[C:5]([CH2:8][C:9]([O:11][CH2:12][CH3:13])=[O:10])=[N:6][CH:7]=[C:2]([Br:1])[CH:3]=1, predict the reactants needed to synthesize it. The reactants are: [Br:1][C:2]1[CH:3]=[C:4]([N+:19]([O-])=O)[C:5]([CH:8](C(OCC)=O)[C:9]([O:11][CH2:12][CH3:13])=[O:10])=[N:6][CH:7]=1.Cl. (8) Given the product [CH3:64][C:62]1([CH3:65])[C:63]2[C:58]([CH:57]=[C:46]3[C:45]=2[CH:44]=[C:43]2[C:48]([C:49]4[CH:50]=[CH:51][CH:52]=[CH:53][C:54]=4[C:55]4[CH:56]=[C:39]([C:34]5[CH:33]=[CH:32][C:31]([C:22]6[C:21]7[C:30]8=[C:29]9[C:18](=[CH:19][CH:20]=7)[CH:17]=[CH:16][C:15]([C:12]7[CH:13]=[CH:14][CH:9]=[CH:10][CH:11]=7)=[C:28]9[CH:27]=[CH:26][C:25]8=[CH:24][CH:23]=6)=[CH:36][CH:35]=5)[CH:40]=[CH:41][C:42]=42)=[CH:47]3)=[CH:59][CH:60]=[CH:61]1, predict the reactants needed to synthesize it. The reactants are: CC1(C)C(C)(C)OB([C:9]2[CH:14]=[CH:13][C:12]([C:15]3[C:28]4[C:29]5=[C:30]6[C:25](=[CH:26][CH:27]=4)[CH:24]=[CH:23][C:22]([C:31]4[CH:36]=[CH:35][CH:34]=[CH:33][CH:32]=4)=[C:21]6[CH:20]=[CH:19][C:18]5=[CH:17][CH:16]=3)=[CH:11][CH:10]=2)O1.Br[C:39]1[CH:40]=[CH:41][C:42]2[C:43]3[C:48]([C:49]4[CH:50]=[CH:51][CH:52]=[CH:53][C:54]=4[C:55]=2[CH:56]=1)=[CH:47][C:46]1=[CH:57][C:58]2[C:63]([C:62]([CH3:65])([CH3:64])[CH:61]=[CH:60][CH:59]=2)=[C:45]1[CH:44]=3.C([O-])([O-])=O.[Na+].[Na+].CCO. (9) Given the product [N:22]1([C:2]2[CH:3]=[C:4]([C:12]3[S:16][C:15]([NH:17][C:18](=[O:20])[CH3:19])=[N:14][C:13]=3[CH3:21])[CH:5]=[CH:6][C:7]=2[S:8]([CH3:11])(=[O:10])=[O:9])[CH:26]=[CH:25][N:24]=[CH:23]1, predict the reactants needed to synthesize it. The reactants are: F[C:2]1[CH:3]=[C:4]([C:12]2[S:16][C:15]([NH:17][C:18](=[O:20])[CH3:19])=[N:14][C:13]=2[CH3:21])[CH:5]=[CH:6][C:7]=1[S:8]([CH3:11])(=[O:10])=[O:9].[NH:22]1[CH:26]=[CH:25][N:24]=[CH:23]1.C(=O)([O-])[O-].[Cs+].[Cs+]. (10) Given the product [Cl:6][C:7]1[N:18]=[CH:17][C:16]([CH2:19][N:20]2[C:24]([CH3:25])=[C:23]([C:26]3[CH:31]=[CH:30][C:29]([C:32]#[N:33])=[C:28]([C:34]([F:36])([F:35])[F:37])[CH:27]=3)[C:22]([C:38]#[N:39])=[C:21]2[CH3:40])=[CH:15][C:8]=1[CH2:9][OH:10], predict the reactants needed to synthesize it. The reactants are: [BH4-].[Na+].[Cl-].[Ca+2].[Cl-].[Cl:6][C:7]1[N:18]=[CH:17][C:16]([CH2:19][N:20]2[C:24]([CH3:25])=[C:23]([C:26]3[CH:31]=[CH:30][C:29]([C:32]#[N:33])=[C:28]([C:34]([F:37])([F:36])[F:35])[CH:27]=3)[C:22]([C:38]#[N:39])=[C:21]2[CH3:40])=[CH:15][C:8]=1[C:9](OC(C)C)=[O:10].C(O)(=O)CC(CC(O)=O)(C(O)=O)O.